Dataset: Full USPTO retrosynthesis dataset with 1.9M reactions from patents (1976-2016). Task: Predict the reactants needed to synthesize the given product. Given the product [O:5]=[C:3]([C:6]1[CH:11]=[CH:10][CH:9]=[CH:8][CH:7]=1)[CH:4]=[CH:19][C:18]1[CH:21]=[CH:22][C:15]([C:12]([OH:14])=[O:13])=[CH:16][CH:17]=1, predict the reactants needed to synthesize it. The reactants are: [OH-].[Na+].[C:3]([C:6]1[CH:11]=[CH:10][CH:9]=[CH:8][CH:7]=1)(=[O:5])[CH3:4].[C:12]([C:15]1[CH:22]=[CH:21][C:18]([CH:19]=O)=[CH:17][CH:16]=1)([OH:14])=[O:13].Cl.